This data is from NCI-60 drug combinations with 297,098 pairs across 59 cell lines. The task is: Regression. Given two drug SMILES strings and cell line genomic features, predict the synergy score measuring deviation from expected non-interaction effect. (1) Drug 1: C1C(C(OC1N2C=NC(=NC2=O)N)CO)O. Drug 2: C1CCC(C(C1)N)N.C(=O)(C(=O)[O-])[O-].[Pt+4]. Cell line: UACC-257. Synergy scores: CSS=7.91, Synergy_ZIP=-1.09, Synergy_Bliss=0.366, Synergy_Loewe=-12.1, Synergy_HSA=1.03. (2) Drug 1: COC1=C(C=C2C(=C1)N=CN=C2NC3=CC(=C(C=C3)F)Cl)OCCCN4CCOCC4. Drug 2: C1=NC2=C(N1)C(=S)N=CN2. Cell line: OVCAR-8. Synergy scores: CSS=27.9, Synergy_ZIP=-12.5, Synergy_Bliss=-15.0, Synergy_Loewe=-13.5, Synergy_HSA=-10.5.